This data is from Full USPTO retrosynthesis dataset with 1.9M reactions from patents (1976-2016). The task is: Predict the reactants needed to synthesize the given product. Given the product [C:22]([NH:21][C:18]1[CH:19]=[CH:20][C:15]([CH2:14][C:11]2[N:10]([CH2:34][O:35][C:36](=[O:41])[C:37]([CH3:40])([CH3:39])[CH3:38])[C:9]3[C:8](=[O:25])[NH:7][C:6](=[O:26])[N:5]([CH2:1][CH2:2][CH2:3][CH3:4])[C:13]=3[N:12]=2)=[CH:16][CH:17]=1)(=[O:24])[CH3:23], predict the reactants needed to synthesize it. The reactants are: [CH2:1]([N:5]1[C:13]2[N:12]=[C:11]([CH2:14][C:15]3[CH:20]=[CH:19][C:18]([NH:21][C:22](=[O:24])[CH3:23])=[CH:17][CH:16]=3)[NH:10][C:9]=2[C:8](=[O:25])[NH:7][C:6]1=[O:26])[CH2:2][CH2:3][CH3:4].C(=O)([O-])[O-].[Na+].[Na+].Cl[CH2:34][O:35][C:36](=[O:41])[C:37]([CH3:40])([CH3:39])[CH3:38].Cl.